This data is from Full USPTO retrosynthesis dataset with 1.9M reactions from patents (1976-2016). The task is: Predict the reactants needed to synthesize the given product. (1) Given the product [CH3:6][O:7][C:8]1[CH:17]=[CH:16][C:15]2[C:10](=[CH:11][CH:12]=[C:13]([C:20]([OH:24])([CH3:19])[CH2:21][CH2:22][CH3:23])[CH:14]=2)[CH:9]=1, predict the reactants needed to synthesize it. The reactants are: [Li]CCCC.[CH3:6][O:7][C:8]1[CH:17]=[CH:16][C:15]2[C:10](=[CH:11][CH:12]=[C:13](Br)[CH:14]=2)[CH:9]=1.[CH3:19][C:20](=[O:24])[CH2:21][CH2:22][CH3:23]. (2) Given the product [F:2][C:3]1[CH:8]=[CH:7][C:6]([F:9])=[CH:5][C:4]=1[C:10]1[CH2:14][CH2:13][CH2:12][N:11]=1, predict the reactants needed to synthesize it. The reactants are: Cl.[F:2][C:3]1[CH:8]=[CH:7][C:6]([F:9])=[CH:5][C:4]=1[C:10]1(O)[CH2:14][CH2:13][CH2:12][N:11]1C(OC(C)(C)C)=O.[OH-].[Na+].